Dataset: Catalyst prediction with 721,799 reactions and 888 catalyst types from USPTO. Task: Predict which catalyst facilitates the given reaction. Reactant: [CH3:1][O:2][C:3]([C:5]1[N:6]=[C:7](I)[C:8]2[C:9](=[O:23])[N:10]([CH2:16][C:17]3[CH:22]=[CH:21][CH:20]=[CH:19][CH:18]=3)[CH:11]=[CH:12][C:13]=2[C:14]=1[OH:15])=[O:4].[C:25]([Cu])#[N:26].O.Cl. Product: [CH3:1][O:2][C:3]([C:5]1[N:6]=[C:7]([C:25]#[N:26])[C:8]2[C:9](=[O:23])[N:10]([CH2:16][C:17]3[CH:22]=[CH:21][CH:20]=[CH:19][CH:18]=3)[CH:11]=[CH:12][C:13]=2[C:14]=1[OH:15])=[O:4]. The catalyst class is: 85.